From a dataset of Forward reaction prediction with 1.9M reactions from USPTO patents (1976-2016). Predict the product of the given reaction. (1) Given the reactants [Cl:1][C:2]1[C:3](=[O:14])[N:4]([CH3:13])[N:5]=[CH:6][C:7]=1[NH:8][CH2:9][CH:10](Cl)[CH3:11].[F:15][C:16]1[CH:30]=[CH:29][C:19]2[C:20]([CH:23]3[CH2:28][CH2:27][NH:26][CH2:25][CH2:24]3)=[N:21][O:22][C:18]=2[CH:17]=1.C(=O)([O-])[O-].[K+].[K+].[I-].[K+], predict the reaction product. The product is: [Cl:1][C:2]1[C:3](=[O:14])[N:4]([CH3:13])[N:5]=[CH:6][C:7]=1[NH:8][CH2:9][CH2:10][CH2:11][N:26]1[CH2:25][CH2:24][CH:23]([C:20]2[C:19]3[CH:29]=[CH:30][C:16]([F:15])=[CH:17][C:18]=3[O:22][N:21]=2)[CH2:28][CH2:27]1. (2) Given the reactants [F:1][C:2]1[CH:3]=[CH:4][C:5]([CH2:8][O:9][C:10]2[CH:15]=[CH:14][N:13]([C:16]3[CH:21]=[CH:20][C:19]4[C:22]5[CH2:27][CH2:26][NH:25][CH2:24][C:23]=5[S:28][C:18]=4[CH:17]=3)[C:12](=[O:29])[CH:11]=2)=[N:6][CH:7]=1.[CH3:30][C:31]([CH3:33])=O.N1C=CC=CC=1C.B.C([O-])(O)=O.[Na+].C(Cl)[Cl:48], predict the reaction product. The product is: [ClH:48].[F:1][C:2]1[CH:3]=[CH:4][C:5]([CH2:8][O:9][C:10]2[CH:15]=[CH:14][N:13]([C:16]3[CH:21]=[CH:20][C:19]4[C:22]5[CH2:27][CH2:26][N:25]([CH:31]([CH3:33])[CH3:30])[CH2:24][C:23]=5[S:28][C:18]=4[CH:17]=3)[C:12](=[O:29])[CH:11]=2)=[N:6][CH:7]=1.